This data is from Forward reaction prediction with 1.9M reactions from USPTO patents (1976-2016). The task is: Predict the product of the given reaction. (1) Given the reactants [CH2:1]([O:3][C:4]1[C:12]2[O:11][C:10]([CH3:14])([CH3:13])[CH2:9][C:8]=2[CH:7]=[C:6]([CH:15]=[O:16])[CH:5]=1)[CH3:2].Br[CH:18]([CH3:20])[CH3:19].[Mg], predict the reaction product. The product is: [CH2:1]([O:3][C:4]1[C:12]2[O:11][C:10]([CH3:13])([CH3:14])[CH2:9][C:8]=2[CH:7]=[C:6]([CH:15]([OH:16])[CH:18]([CH3:20])[CH3:19])[CH:5]=1)[CH3:2]. (2) The product is: [CH3:2][O:3]/[N:4]=[C:36](/[C:8]1[CH:9]=[CH:10][C:11]([N:12]2[CH2:17][CH2:16][N:15]([C:18]([C:20]3[CH:25]=[C:24]([S:26]([CH3:29])(=[O:27])=[O:28])[CH:23]=[CH:22][C:21]=3[C:30]3[CH:35]=[CH:34][CH:33]=[CH:32][CH:31]=3)=[O:19])[CH2:14][CH2:13]2)=[C:6]([F:5])[CH:7]=1)\[CH3:37]. Given the reactants Cl.[CH3:2][O:3][NH2:4].[F:5][C:6]1[CH:7]=[C:8]([C:36](=O)[CH3:37])[CH:9]=[CH:10][C:11]=1[N:12]1[CH2:17][CH2:16][N:15]([C:18]([C:20]2[CH:25]=[C:24]([S:26]([CH3:29])(=[O:28])=[O:27])[CH:23]=[CH:22][C:21]=2[C:30]2[CH:35]=[CH:34][CH:33]=[CH:32][CH:31]=2)=[O:19])[CH2:14][CH2:13]1, predict the reaction product. (3) Given the reactants C([O:8][C:9]1[CH:14]=[CH:13][C:12]([CH:15]([C:17]2[CH:22]=[CH:21][CH:20]=[CH:19][N:18]=2)O)=[CH:11][C:10]=1[O:23][CH:24]([CH3:26])[CH3:25])C1C=CC=CC=1.C([SiH](CC)CC)C, predict the reaction product. The product is: [CH:24]([O:23][C:10]1[CH:11]=[C:12]([CH2:15][C:17]2[CH:22]=[CH:21][CH:20]=[CH:19][N:18]=2)[CH:13]=[CH:14][C:9]=1[OH:8])([CH3:26])[CH3:25]. (4) Given the reactants [CH:1]1([C:4]#[C:5][CH2:6][OH:7])[CH2:3][CH2:2]1.[S:8](Cl)([C:11]1[CH:17]=[CH:16][C:14]([CH3:15])=[CH:13][CH:12]=1)(=[O:10])=[O:9].C(N(CC)CC)C, predict the reaction product. The product is: [CH3:15][C:14]1[CH:16]=[CH:17][C:11]([S:8]([O:7][CH2:6][C:5]#[C:4][CH:1]2[CH2:3][CH2:2]2)(=[O:10])=[O:9])=[CH:12][CH:13]=1. (5) Given the reactants Cl[C:2]1[N:7]=[C:6]([C:8]2[S:12][C:11]([N:13]3[CH2:18][CH2:17][O:16][CH2:15][CH2:14]3)=[N:10][C:9]=2[C:19]2[C:20]([F:37])=[C:21]([NH:25][S:26]([C:29]3[CH:34]=[C:33]([F:35])[CH:32]=[CH:31][C:30]=3[F:36])(=[O:28])=[O:27])[CH:22]=[CH:23][CH:24]=2)[CH:5]=[CH:4][N:3]=1.[CH3:38][S:39]([N:42]1[CH2:47][CH2:46][CH:45]([NH2:48])[CH2:44][CH2:43]1)(=[O:41])=[O:40], predict the reaction product. The product is: [F:36][C:30]1[CH:31]=[CH:32][C:33]([F:35])=[CH:34][C:29]=1[S:26]([NH:25][C:21]1[CH:22]=[CH:23][CH:24]=[C:19]([C:9]2[N:10]=[C:11]([N:13]3[CH2:18][CH2:17][O:16][CH2:15][CH2:14]3)[S:12][C:8]=2[C:6]2[CH:5]=[CH:4][N:3]=[C:2]([NH:48][CH:45]3[CH2:46][CH2:47][N:42]([S:39]([CH3:38])(=[O:41])=[O:40])[CH2:43][CH2:44]3)[N:7]=2)[C:20]=1[F:37])(=[O:28])=[O:27].